From a dataset of Forward reaction prediction with 1.9M reactions from USPTO patents (1976-2016). Predict the product of the given reaction. (1) The product is: [Br:17][C:18]1[N:19]=[C:20]([C:25]([NH:1][C@H:2]2[CH2:7][CH2:6][N:5]([C:8]([O:10][C:11]([CH3:12])([CH3:13])[CH3:14])=[O:9])[CH2:4][C@H:3]2[O:15][CH3:16])=[O:26])[NH:21][C:22]=1[CH2:23][CH3:24]. Given the reactants [NH2:1][C@H:2]1[CH2:7][CH2:6][N:5]([C:8]([O:10][C:11]([CH3:14])([CH3:13])[CH3:12])=[O:9])[CH2:4][C@H:3]1[O:15][CH3:16].[Br:17][C:18]1[N:19]=[C:20]([C:25](O)=[O:26])[NH:21][C:22]=1[CH2:23][CH3:24].CCN=C=NCCCN(C)C.Cl.C1C=CC2N(O)N=NC=2C=1, predict the reaction product. (2) Given the reactants [CH:1]1([CH2:5][O:6][C:7]2[CH:15]=[CH:14][CH:13]=[C:12]3[C:8]=2[CH:9]=[C:10]([C:16]([OH:18])=[O:17])[NH:11]3)[CH2:4][CH2:3][CH2:2]1.[CH3:19][O:20][C:21]1C=C[C:24]2C(CCO)=[CH:26][O:27][C:23]=2[CH:22]=1.C(OC(C1NC2C(C=1)=C(O)C=CC=2)=O)C, predict the reaction product. The product is: [CH3:26][O:27][C:23]1[CH:24]=[CH:2][C:3]2[C:4]([CH2:1][CH2:5][O:6][C:7]3[CH:15]=[CH:14][CH:13]=[C:12]4[C:8]=3[CH:9]=[C:10]([C:16]([OH:18])=[O:17])[NH:11]4)=[CH:19][O:20][C:21]=2[CH:22]=1. (3) Given the reactants C(OC(=O)[NH:7][C@H:8]([C:10]1[N:14]([C:15]2[CH:20]=[CH:19][CH:18]=[CH:17][N:16]=2)[C:13]2[C:21]([CH3:26])=[C:22]([F:25])[CH:23]=[CH:24][C:12]=2[N:11]=1)[CH3:9])(C)(C)C.[ClH:28], predict the reaction product. The product is: [ClH:28].[ClH:28].[F:25][C:22]1[CH:23]=[CH:24][C:12]2[N:11]=[C:10]([C@@H:8]([NH2:7])[CH3:9])[N:14]([C:15]3[CH:20]=[CH:19][CH:18]=[CH:17][N:16]=3)[C:13]=2[C:21]=1[CH3:26]. (4) Given the reactants [OH:1][CH2:2][CH2:3][CH2:4][S:5]([O:8][CH2:9][C:10]#[CH:11])(=[O:7])=[O:6].N1C=CC=CC=1.[CH3:18][S:19](Cl)(=[O:21])=[O:20].O, predict the reaction product. The product is: [CH3:18][S:19]([O:1][CH2:2][CH2:3][CH2:4][S:5]([O:8][CH2:9][C:10]#[CH:11])(=[O:7])=[O:6])(=[O:21])=[O:20]. (5) Given the reactants CCN(C(C)C)C(C)C.C1C=CC(OP(OC2C=CC=CC=2)([N:19]=[N+:20]=[N-:21])=O)=CC=1.[C:29]([O:33][C:34]([C:36]1[CH:41]=[CH:40][CH:39]=[CH:38][C:37]=1[C:42]1[CH:47]=[CH:46][C:45]([CH2:48][N:49]2[C:53]3[CH:54]=[C:55]([C:59](O)=[O:60])[CH:56]=[C:57]([CH3:58])[C:52]=3[N:51]=[C:50]2[CH2:62][CH2:63][CH3:64])=[CH:44][CH:43]=1)=[O:35])([CH3:32])([CH3:31])[CH3:30], predict the reaction product. The product is: [C:29]([O:33][C:34]([C:36]1[C:37]([C:42]2[CH:43]=[CH:44][C:45]([CH2:48][N:49]3[C:53]4[CH:54]=[C:55]([C:59]([N:19]=[N+:20]=[N-:21])=[O:60])[CH:56]=[C:57]([CH3:58])[C:52]=4[N:51]=[C:50]3[CH2:62][CH2:63][CH3:64])=[CH:46][CH:47]=2)=[CH:38][CH:39]=[CH:40][CH:41]=1)=[O:35])([CH3:30])([CH3:32])[CH3:31]. (6) Given the reactants [Br:1][C:2]1[CH:3]=[N:4][N:5]([C@@H:7]([CH3:21])[C@@H:8]([N:10]2[C:18](=O)[C:17]3[C:12](=[CH:13][CH:14]=[CH:15][CH:16]=3)[C:11]2=O)[CH3:9])[CH:6]=1.C=O.FC(F)(F)C(O)=O, predict the reaction product. The product is: [CH2:18]([N:10]1[C@@H:8]([CH3:9])[C@H:7]([CH3:21])[N:5]2[N:4]=[CH:3][C:2]([Br:1])=[C:6]2[CH2:11]1)[C:17]1[CH:16]=[CH:15][CH:14]=[CH:13][CH:12]=1.